Dataset: Forward reaction prediction with 1.9M reactions from USPTO patents (1976-2016). Task: Predict the product of the given reaction. (1) Given the reactants Br[C:2]1[CH:3]=[N:4][C:5]([C:8]([O:10][CH3:11])=[O:9])=[N:6][CH:7]=1.[Cu][C:13]#[N:14], predict the reaction product. The product is: [C:13]([C:2]1[CH:3]=[N:4][C:5]([C:8]([O:10][CH3:11])=[O:9])=[N:6][CH:7]=1)#[N:14]. (2) Given the reactants [NH2:1][CH:2]([CH2:18][C:19]1[CH:24]=[CH:23][CH:22]=[C:21]([O:25][C:26]([F:31])([F:30])[CH:27]([F:29])[F:28])[CH:20]=1)[CH:3]([C:5]1[CH:10]=[CH:9][C:8]([O:11][C:12]2[CH:17]=[CH:16][CH:15]=[CH:14][CH:13]=2)=[CH:7][CH:6]=1)[OH:4].[F:32][C:33]1[C:42]2[C:37](=[CH:38][CH:39]=[CH:40][CH:41]=2)[C:36]([C:43](O)=[O:44])=[CH:35][CH:34]=1.Cl.C(N=C=NCCCN(C)C)C.O.ON1C2C=CC=CC=2N=N1, predict the reaction product. The product is: [F:32][C:33]1[C:42]2[C:37](=[CH:38][CH:39]=[CH:40][CH:41]=2)[C:36]([C:43]([NH:1][CH:2]([CH2:18][C:19]2[CH:24]=[CH:23][CH:22]=[C:21]([O:25][C:26]([F:30])([F:31])[CH:27]([F:28])[F:29])[CH:20]=2)[CH:3]([OH:4])[C:5]2[CH:6]=[CH:7][C:8]([O:11][C:12]3[CH:13]=[CH:14][CH:15]=[CH:16][CH:17]=3)=[CH:9][CH:10]=2)=[O:44])=[CH:35][CH:34]=1.